From a dataset of Experimentally validated miRNA-target interactions with 360,000+ pairs, plus equal number of negative samples. Binary Classification. Given a miRNA mature sequence and a target amino acid sequence, predict their likelihood of interaction. (1) The protein sequence of the target gene is MSDEFSLADALPEHSPAKTSAVSNTKPGQPPQGWPGSNPWNNPSAPSSVPSGLPPSATPSTVPFGPAPTGMYPSVPPTGPPPGPPAPFPPSGPSCPPPGGPYPAPTVPGPGPTGPYPTPNMPFPELPRPYGAPTDPAAAGPLGPWGSMSSGPWAPGMGGQYPTPNMPYPSPGPYPAPPPPQAPGAAPPVPWGTVPPGAWGPPAPYPAPTGSYPTPGLYPTPSNPFQVPSGPSGAPPMPGGPHSYH. Result: 1 (interaction). The miRNA is hsa-miR-374b-5p with sequence AUAUAAUACAACCUGCUAAGUG. (2) The protein sequence of the target gene is MASCSFTRDQATRRLRGAAAAAAAALAAVVTTPLLSSGTPTALIGTGSSCPGAMWLSTATGSRSDSESEEEDLPVGEEVCKRGYLRKQKHGHRRYFVLKLETADAPARLEYYENARKFRHSVRAAAAAAAAAASGAAIPPLIPPRRVITLYQCFSVSQRADARYRHLIALFTQDEYFAMVAENESEQESWYLLLSRLILESKRRRCGTLGAQPDGEPAALAAAAAAEPPFYKDVWQVIVKPRGLGHRKELSGVFRLCLTDEEVVFVRLNTEVASVVVQLLSIRRCGHSEQYFFLEVGRST.... Result: 1 (interaction). The miRNA is hsa-miR-18a-3p with sequence ACUGCCCUAAGUGCUCCUUCUGG. (3) The miRNA is hsa-miR-6822-3p with sequence AGGCUCUAACUGGCUUUCCCUGCA. The protein sequence of the target gene is MEPRALVTALSLGLSLCSLGLLVTAIFTDHWYETDPRRHKESCERSRAGADPPDQKNRLMPLSHLPLRDSPPLGRRLLPGGPGRADPESWRSLLGLGGLDAECGRPLFATYSGLWRKCYFLGIDRDIDTLILKGIAQRCTAIKYHFSQPIRLRNIPFNLTKTIQQDEWHLLHLRRITAGFLGMAVAVLLCGCIVATVSFFWEESLTQHVAGLLFLMTGIFCTISLCTYAASISYDLNRLPKLIYSLPADVEHGYSWSIFCAWCSLGFIVAAGGLCIAYPFISRTKIAQLKSGRDSTV. Result: 0 (no interaction). (4) The protein sequence of the target gene is MSGHRSTRKRCGDSHPESPVGFGHMSTTGCVLNKLFQLPTPPLSRHQLKRLEEHRYQSAGRSLLEPLMQGYWEWLVRRVPSWIAPNLITIIGLSINICTTILLVFYCPTATEQAPLWAYIACACGLFIYQSLDAIDGKQARRTNSSSPLGELFDHGCDSLSTVFVVLGTCIAVQLGTNPDWMFFCCFAGTFMFYCAHWQTYVSGTLRFGIIDVTEVQIFIIIMHLLAVIGGPPFWQSMIPVLNIQMKIFPALCTVAGTIFSCTNYFRVIFTGGVGKNGSTIAGTSVLSPFLHIGSVITLA.... Result: 0 (no interaction). The miRNA is cel-miR-81-3p with sequence UGAGAUCAUCGUGAAAGCUAGU. (5) The miRNA is rno-miR-132-3p with sequence UAACAGUCUACAGCCAUGGUCG. The protein sequence of the target gene is MGIDGETVVLKNMLIGVNLILLGSMLKPSECRLEVTTERAQRQTVEEEGGASSYNTSSKEQPMVFNHVYNINVPLESLCSSGLEASAEQDMSAEDDTLAEYIGQTSDHESQVTFTHKINLPKKACPCASSSQVLQELLSRIEMLEREVSLLRDQCNTNCCQESAATGQLDYVPHCSGHGNFSFESCGCICNEGWFGKNCSEPYCPLGCSSRGVCVDGQCICDSEYSGDDCSELRCPTDCSSRGLCVDGECVCEEPYTGEDCRELRCPGDCSGKGQCANGTCLCQEGYAGEDCSQRRCLNA.... Result: 0 (no interaction). (6) The miRNA is hsa-miR-216a-3p with sequence UCACAGUGGUCUCUGGGAUUAU. The protein sequence of the target gene is MPSASASRKSQEKPREIMDAAEDYAKERYGISSMIQSQEKPDRVLVRVRDLTIQKADEVVWVRARVHTSRAKGKQCFLVLRQQQFNVQALVAVGDHASKQMVKFAANINKESIVDVEGVVRKVNQKIGSCTQQDVELHVQKIYVISLAEPRLPLQLDDAVRPEAEGEEEGRATVNQDTRLDNRVIDLRTSTSQAVFRLQSGICHLFRETLINKGFVEIQTPKIISAASEGGANVFTVSYFKNNAYLAQSPQLYKQMCICADFEKVFSIGPVFRAEDSNTHRHLTEFVGLDIEMAFNYHYH.... Result: 1 (interaction). (7) The miRNA is hsa-miR-4665-5p with sequence CUGGGGGACGCGUGAGCGCGAGC. The protein sequence of the target gene is MSRFFTTGSDSESESSLSGEELVTKPVGGNYGKQPLLLSEDEEDTKRVVRSAKDKRFEELTNLIRTIRNAMKIRDVTKCLEEFELLGKAYGKAKSIVDKEGVPRFYIRILADLEDYLNELWEDKEGKKKMNKNNAKALSTLRQKIRKYNRDFESHITSYKQNPEQSADEDAEKNEEDSEGSSDEDEDEDGVSAATFLKKKSEAPSGESRKFLKKMDDEDEDSEDSEDDEDWDTGSTSSDSDSEEEEGKQTALASRFLKKAPTTDEDKKAAEKKREDKAKKKHDRKSKRLDEEEEDNEGGE.... Result: 0 (no interaction). (8) The miRNA is rno-miR-132-5p with sequence ACCGUGGCUUUCGAUUGUUACU. The protein sequence of the target gene is MASNMDREMILADFQACTGIENIDEAITLLEQNNWDLVAAINGVIPQENGILQSDFGGETMPGPTFDPASHPAPASTPSSSAFRPVMPSRQIVERQPRMLDFRVEYRDRNVDVVLEDSCTVGEIKQILENELQIPVPKMLLKGWKTGDVEDSTVLKSLHLPKNNSLYVLTPDLPPPSSSSHAGALQESLNQNFMLIITHREVQREYNLNFSGSSTVQEVKRNVYDLTSIPVRHQLWEGWPASATDDSMCLAESGLSYPCHRLTVGRRTSPVQTREQSEEQSTDVHMVSDSDGDDFEDASE.... Result: 0 (no interaction). (9) The miRNA is hsa-miR-3681-3p with sequence ACACAGUGCUUCAUCCACUACU. The protein sequence of the target gene is MELGKGKLLRTGLNALHQAVHPIHGLAWTDGNQVVLTDLRLHSGEVKFGDSKVIGQFECVCGLSWAPPVADDTPVLLAVQHEKHVTVWQLCPSPMESSKWLTSQTCEIRGSLPILPQGCVWHPKCAILTVLTAQDVSIFPNVHSDDSQVKADINTQGRIHCACWTQDGLRLVVAVGSSLHSYIWDSAQKTLHRCSSCLVFDVDSHVCSITATVDSQVAIATELPLDKICGLNASETFNIPPNSKDMTPYALPVIGEVRSMDKEATDSETNSEVSVSSSYLEPLDLTHIHFNQHKSEGNSL.... Result: 1 (interaction).